The task is: Predict the reactants needed to synthesize the given product.. This data is from Full USPTO retrosynthesis dataset with 1.9M reactions from patents (1976-2016). Given the product [Br-:1].[CH2:15]([O:14][P+:13]([O:20][CH2:21][CH3:22])([O:17][CH2:18][CH3:19])[CH2:2][C:3]1[CH:8]=[CH:7][C:6]([C:9]([F:12])([F:11])[F:10])=[CH:5][CH:4]=1)[CH3:16], predict the reactants needed to synthesize it. The reactants are: [Br:1][CH2:2][C:3]1[CH:8]=[CH:7][C:6]([C:9]([F:12])([F:11])[F:10])=[CH:5][CH:4]=1.[P:13]([O:20][CH2:21][CH3:22])([O:17][CH2:18][CH3:19])[O:14][CH2:15][CH3:16].